This data is from Full USPTO retrosynthesis dataset with 1.9M reactions from patents (1976-2016). The task is: Predict the reactants needed to synthesize the given product. (1) Given the product [N:18]1[CH:19]=[CH:20][C:15]([C:13]2[NH:14][C:4](=[O:12])[C:5]3[C:6](=[CH:7][CH:8]=[CH:9][CH:10]=3)[N:11]=2)=[CH:16][CH:17]=1, predict the reactants needed to synthesize it. The reactants are: C(O[C:4](=[O:12])[C:5]1[CH:10]=[CH:9][CH:8]=[CH:7][C:6]=1[NH2:11])C.[C:13]([C:15]1[CH:20]=[CH:19][N:18]=[CH:17][CH:16]=1)#[N:14].Cl. (2) Given the product [Cl:20][C:21]1[CH:28]=[CH:27][C:24]([CH2:25][N:3]2[C:4]3[C:9](=[CH:8][C:7]([N+:11]([O-:13])=[O:12])=[CH:6][CH:5]=3)[CH:10]=[C:2]2[CH3:1])=[CH:23][CH:22]=1, predict the reactants needed to synthesize it. The reactants are: [CH3:1][C:2]1[NH:3][C:4]2[C:9]([CH:10]=1)=[CH:8][C:7]([N+:11]([O-:13])=[O:12])=[CH:6][CH:5]=2.C(=O)([O-])[O-].[K+].[K+].[Cl:20][C:21]1[CH:28]=[CH:27][C:24]([CH2:25]Cl)=[CH:23][CH:22]=1. (3) The reactants are: [Cl:1][C:2]1[CH:10]=[C:9]2[C:5]([C:6]([C:11]([O:13]C)=[O:12])=[CH:7][NH:8]2)=[CH:4][C:3]=1[C:15]1[CH:20]=[CH:19][C:18]([C@H:21]2[CH2:24][C@H:23]([OH:25])[CH2:22]2)=[CH:17][CH:16]=1.[OH-].[Na+].Cl. Given the product [Cl:1][C:2]1[CH:10]=[C:9]2[C:5]([C:6]([C:11]([OH:13])=[O:12])=[CH:7][NH:8]2)=[CH:4][C:3]=1[C:15]1[CH:16]=[CH:17][C:18]([C@H:21]2[CH2:24][C@H:23]([OH:25])[CH2:22]2)=[CH:19][CH:20]=1, predict the reactants needed to synthesize it. (4) Given the product [CH3:5][C:4]1[C:16]2[C:9](=[CH:10][CH:11]=[C:12]([C:13]#[N:14])[CH:15]=2)[NH:8][C:3]=1[Si:2]([CH3:7])([CH3:6])[CH3:1], predict the reactants needed to synthesize it. The reactants are: [CH3:1][Si:2]([CH3:7])([CH3:6])[C:3]#[C:4][CH3:5].[NH2:8][C:9]1[CH:16]=[CH:15][C:12]([C:13]#[N:14])=[CH:11][C:10]=1I.[Cl-].[Li+].C(=O)([O-])[O-].[Na+].[Na+]. (5) Given the product [OH:1][C:2]1[N:7]([C:8]2[CH:13]=[CH:12][CH:11]=[C:10]([C:14]([F:15])([F:16])[F:17])[CH:9]=2)[C:6](=[O:18])[N:5]([CH2:19][C:20]2[CH:21]=[CH:22][CH:23]=[CH:24][CH:25]=2)[C:4](=[O:26])[C:3]=1[C:27]([NH:43][CH2:44][C:45]([OH:47])=[O:46])=[O:28], predict the reactants needed to synthesize it. The reactants are: [OH:1][C:2]1[N:7]([C:8]2[CH:13]=[CH:12][CH:11]=[C:10]([C:14]([F:17])([F:16])[F:15])[CH:9]=2)[C:6](=[O:18])[N:5]([CH2:19][C:20]2[CH:25]=[CH:24][CH:23]=[CH:22][CH:21]=2)[C:4](=[O:26])[C:3]=1[C:27](OCC)=[O:28].C1CCN2C(=NCCC2)CC1.[NH2:43][CH2:44][C:45]([OH:47])=[O:46]. (6) Given the product [S:1]1[C:5]2[CH:6]=[CH:7][CH:8]=[CH:9][C:4]=2[CH:3]=[C:2]1[S:10]([NH:13][C:14]1[CH:19]=[C:18]([CH3:20])[CH:17]=[CH:16][C:15]=1[S:21][CH2:22][C:23]1[CH:32]=[CH:31][CH:30]=[CH:29][C:24]=1[C:25]([OH:27])=[O:26])(=[O:11])=[O:12], predict the reactants needed to synthesize it. The reactants are: [S:1]1[C:5]2[CH:6]=[CH:7][CH:8]=[CH:9][C:4]=2[CH:3]=[C:2]1[S:10]([NH:13][C:14]1[CH:19]=[C:18]([CH3:20])[CH:17]=[CH:16][C:15]=1[S:21][CH2:22][C:23]1[CH:32]=[CH:31][CH:30]=[CH:29][C:24]=1[C:25]([O:27]C)=[O:26])(=[O:12])=[O:11].[OH-].[Na+].Cl. (7) The reactants are: [C:1]1([CH:11]([NH:14]C(=O)C(Cl)(Cl)Cl)[CH:12]=[CH2:13])[C:10]2[C:5](=[CH:6][CH:7]=[CH:8][CH:9]=2)[CH:4]=[CH:3][CH:2]=1.[OH-].[Na+]. Given the product [C:1]1([CH:11]([NH2:14])[CH:12]=[CH2:13])[C:10]2[C:5](=[CH:6][CH:7]=[CH:8][CH:9]=2)[CH:4]=[CH:3][CH:2]=1, predict the reactants needed to synthesize it. (8) Given the product [CH3:27][C:12]1([S:14]([C:17]2[CH:22]=[CH:21][CH:20]=[C:19]([C:23]([F:26])([F:25])[F:24])[CH:18]=2)(=[O:16])=[O:15])[CH2:11][CH2:10][O:9][CH:8]([C:5]2[CH:6]=[CH:7][C:2]([N:28]3[CH:32]=[N:31][CH:30]=[N:29]3)=[CH:3][CH:4]=2)[CH2:13]1, predict the reactants needed to synthesize it. The reactants are: Br[C:2]1[CH:7]=[CH:6][C:5]([CH:8]2[CH2:13][C:12]([CH3:27])([S:14]([C:17]3[CH:22]=[CH:21][CH:20]=[C:19]([C:23]([F:26])([F:25])[F:24])[CH:18]=3)(=[O:16])=[O:15])[CH2:11][CH2:10][O:9]2)=[CH:4][CH:3]=1.[NH:28]1[CH:32]=[N:31][CH:30]=[N:29]1.[O-]P([O-])([O-])=O.[K+].[K+].[K+].